Task: Predict the product of the given reaction.. Dataset: Forward reaction prediction with 1.9M reactions from USPTO patents (1976-2016) (1) Given the reactants [CH3:1][C:2]([O:7][C:8]1[CH:13]=[CH:12][C:11]([C:14]([F:17])([F:16])[F:15])=[CH:10][N:9]=1)([CH3:6])[C:3]([OH:5])=O.CN(C(ON1N=NC2C=CC=CC1=2)=[N+](C)C)C.[B-](F)(F)(F)F.[F:40][C:41]1[CH:58]=[CH:57][C:44]([CH2:45][C:46]2[C:55]3[C:50](=[CH:51][CH:52]=[CH:53][CH:54]=3)[C:49](=[O:56])[NH:48][N:47]=2)=[CH:43][C:42]=1[C:59]([N:61]1[CH2:66][CH2:65][NH:64][CH2:63][CH2:62]1)=[O:60].CCN(C(C)C)C(C)C, predict the reaction product. The product is: [F:40][C:41]1[CH:58]=[CH:57][C:44]([CH2:45][C:46]2[C:55]3[C:50](=[CH:51][CH:52]=[CH:53][CH:54]=3)[C:49](=[O:56])[NH:48][N:47]=2)=[CH:43][C:42]=1[C:59]([N:61]1[CH2:66][CH2:65][N:64]([C:3](=[O:5])[C:2]([CH3:1])([O:7][C:8]2[CH:13]=[CH:12][C:11]([C:14]([F:17])([F:16])[F:15])=[CH:10][N:9]=2)[CH3:6])[CH2:63][CH2:62]1)=[O:60]. (2) Given the reactants [CH2:1]=[O:2].[C:3](=[O:6])([O-])[O-].[K+].[K+].C[O:10][C:11]([C:13]1([CH2:20][C:21]2[CH:26]=[CH:25][C:24]([Cl:27])=[CH:23][CH:22]=2)[CH2:17][CH2:16][CH:15]([CH3:18])[C:14]1=[O:19])=O, predict the reaction product. The product is: [CH3:1][O:2][C:11]([C:13]1([CH2:20][C:21]2[CH:26]=[CH:25][C:24]([Cl:27])=[CH:23][CH:22]=2)[CH2:17][CH2:16][C:15]([CH3:18])([CH2:14][OH:19])[C:3]1=[O:6])=[O:10]. (3) Given the reactants [OH-].[Li+].[Cl:3][C:4]1[CH:5]=[C:6]([C:10]([O:12]CC)=[O:11])[NH:7][C:8]=1[CH3:9], predict the reaction product. The product is: [Cl:3][C:4]1[CH:5]=[C:6]([C:10]([OH:12])=[O:11])[NH:7][C:8]=1[CH3:9]. (4) Given the reactants CC1N=C(N2CCN(C3C=CC=CC=3)C2=O)SC=1C(OCC)=O.[CH3:24][C:25]1[N:26]=[C:27]([N:35]2[CH2:39][CH2:38][N:37]([CH2:40][CH2:41][C:42]3[CH:47]=[CH:46][CH:45]=[CH:44][CH:43]=3)[C:36]2=[O:48])[S:28][C:29]=1[C:30]([O:32]CC)=[O:31], predict the reaction product. The product is: [CH3:24][C:25]1[N:26]=[C:27]([N:35]2[CH2:39][CH2:38][N:37]([CH2:40][CH2:41][C:42]3[CH:47]=[CH:46][CH:45]=[CH:44][CH:43]=3)[C:36]2=[O:48])[S:28][C:29]=1[C:30]([OH:32])=[O:31]. (5) Given the reactants [NH2:1][C@H:2]1[C@H:7]2[C@@H:3]1[O:4][C:5]1[CH:11]=[CH:10][C:9]([O:12][C:13]3[CH:22]=[CH:21][N:20]=[C:19]4[C:14]=3[CH2:15][CH2:16][C:17](=[O:23])[NH:18]4)=[CH:8][C:6]=12.[CH3:24][N:25]([CH3:45])[C@H:26]1[CH2:31][CH2:30][CH2:29][N:28]([C:32]2[CH:40]=[CH:39][C:35]([C:36](O)=[O:37])=[CH:34][C:33]=2[C:41]([F:44])([F:43])[F:42])[CH2:27]1.CCN(C(C)C)C(C)C.CN(C(ON1N=NC2C=CC=NC1=2)=[N+](C)C)C.F[P-](F)(F)(F)(F)F, predict the reaction product. The product is: [CH3:24][N:25]([CH3:45])[C@H:26]1[CH2:31][CH2:30][CH2:29][N:28]([C:32]2[CH:40]=[CH:39][C:35]([C:36]([NH:1][C@H:2]3[C@H:7]4[C@@H:3]3[O:4][C:5]3[CH:11]=[CH:10][C:9]([O:12][C:13]5[C:14]6[CH2:15][CH2:16][C:17](=[O:23])[NH:18][C:19]=6[N:20]=[CH:21][CH:22]=5)=[CH:8][C:6]=34)=[O:37])=[CH:34][C:33]=2[C:41]([F:44])([F:42])[F:43])[CH2:27]1. (6) Given the reactants C(OC(=O)C)(=O)C.C([O-])(=O)C.[NH4+:12].[C:13]1([CH2:23][C:24]([OH:26])=O)([CH2:19][C:20](O)=[O:21])[CH2:18][CH2:17][CH2:16][CH2:15][CH2:14]1.N, predict the reaction product. The product is: [CH2:16]1[CH2:17][CH2:18][C:13]2([CH2:23][C:24](=[O:26])[NH:12][C:20](=[O:21])[CH2:19]2)[CH2:14][CH2:15]1.